Task: Predict the product of the given reaction.. Dataset: Forward reaction prediction with 1.9M reactions from USPTO patents (1976-2016) (1) Given the reactants [C:1]12[C:7](=[CH:8][CH:9]=[CH:10][CH:11]=1)[NH:6]C(=O)[O:4][C:2]2=O.[NH2:13][C:14]1[CH:19]=[CH:18][CH:17]=[CH:16][N:15]=1, predict the reaction product. The product is: [NH2:6][C:7]1[CH:8]=[CH:9][CH:10]=[CH:11][C:1]=1[C:2]([NH:13][C:14]1[CH:19]=[CH:18][CH:17]=[CH:16][N:15]=1)=[O:4]. (2) Given the reactants S(=O)(=O)(O)O.[CH2:6](O)[CH2:7][CH:8]=[CH2:9].[CH:11]([C:13]1[CH:14]=[C:15]([CH:20]=[CH:21][CH:22]=1)[C:16]([O:18][CH3:19])=[O:17])=[O:12].[OH-:23].[Na+], predict the reaction product. The product is: [OH:23][C@H:7]1[CH2:8][CH2:9][O:12][C@@H:11]([C:13]2[CH:14]=[C:15]([CH:20]=[CH:21][CH:22]=2)[C:16]([O:18][CH3:19])=[O:17])[CH2:6]1. (3) Given the reactants [CH2:1]1[C:13]2[NH:12][C:11]3[C:6](=[CH:7][CH:8]=[CH:9][CH:10]=3)[C:5]=2[CH2:4][CH2:3][CH2:2]1.CC(C)([O-])C.[K+].Br[CH2:21][CH2:22][CH2:23][CH2:24][CH2:25][C:26]([O:28][CH2:29][CH3:30])=[O:27], predict the reaction product. The product is: [CH2:29]([O:28][C:26](=[O:27])[CH2:25][CH2:24][CH2:23][CH2:22][CH2:21][N:12]1[C:13]2[CH2:1][CH2:2][CH2:3][CH2:4][C:5]=2[C:6]2[C:11]1=[CH:10][CH:9]=[CH:8][CH:7]=2)[CH3:30]. (4) Given the reactants [Cl:1][C:2]1[CH:3]=[CH:4][C:5]([C:8]([F:18])([F:17])[CH2:9][N:10]2[CH2:15][CH2:14][CH:13]([NH2:16])[CH2:12][CH2:11]2)=[N:6][CH:7]=1.Cl[C:20]1[C:21]2[CH:28]=[CH:27][NH:26][C:22]=2[N:23]=[CH:24][N:25]=1.CCN(C(C)C)C(C)C, predict the reaction product. The product is: [Cl:1][C:2]1[CH:3]=[CH:4][C:5]([C:8]([F:18])([F:17])[CH2:9][N:10]2[CH2:15][CH2:14][CH:13]([NH:16][C:20]3[C:21]4[CH:28]=[CH:27][NH:26][C:22]=4[N:23]=[CH:24][N:25]=3)[CH2:12][CH2:11]2)=[N:6][CH:7]=1. (5) Given the reactants [Br:1][C:2]1[C:3]([OH:14])=[N:4][CH:5]=[C:6]([CH:13]=1)[C:7]([N:9]([O:11][CH3:12])[CH3:10])=[O:8].[CH2:15](I)[CH3:16], predict the reaction product. The product is: [Br:1][C:2]1[C:3]([O:14][CH2:15][CH3:16])=[N:4][CH:5]=[C:6]([CH:13]=1)[C:7]([N:9]([O:11][CH3:12])[CH3:10])=[O:8]. (6) Given the reactants [NH2:1][C:2]1[S:3][C:4]2[C:9]([N:10]=1)=[CH:8][CH:7]=[C:6]([C:11]1[CH:12]=[C:13]([CH:17]=[CH:18][CH:19]=1)[C:14]([OH:16])=O)[N:5]=2.[CH:20]([N:23]([CH2:27][CH3:28])[CH:24]([CH3:26])C)([CH3:22])C.C[NH3+:30].F[P-](F)(F)(F)(F)F.[N:38]1(OC(N(C)C)=[N+](C)C)[C:42]2[N:43]=[CH:44]C=C[C:41]=2N=N1.F[P-](F)(F)(F)(F)F.[F:62][C:63]([F:72])([F:71])[C:64]1[CH:65]=[C:66]([CH:68]=[CH:69][CH:70]=1)[NH2:67].[NH4+].[Cl-], predict the reaction product. The product is: [CH3:41][C:42]1[N:43]=[C:44]([NH:1][C:2]2[S:3][C:4]3[C:9]([N:10]=2)=[CH:8][CH:7]=[C:6]([C:11]2[CH:12]=[C:13]([CH:17]=[CH:18][CH:19]=2)[C:14]([NH:67][C:66]2[CH:68]=[CH:69][CH:70]=[C:64]([C:63]([F:71])([F:72])[F:62])[CH:65]=2)=[O:16])[N:5]=3)[CH:26]=[C:24]([N:23]2[CH2:27][CH2:28][NH:30][CH2:22][CH2:20]2)[N:38]=1. (7) Given the reactants C([O:8][C:9](=[O:28])[CH2:10][CH2:11][C:12]1[CH:17]=[CH:16][C:15]([O:18][CH2:19][C:20]([O:22][C:23]([CH3:26])([CH3:25])[CH3:24])=[O:21])=[C:14]([Cl:27])[CH:13]=1)C1C=CC=CC=1, predict the reaction product. The product is: [C:23]([O:22][C:20]([CH2:19][O:18][C:15]1[CH:16]=[CH:17][C:12]([CH2:11][CH2:10][C:9]([OH:28])=[O:8])=[CH:13][C:14]=1[Cl:27])=[O:21])([CH3:26])([CH3:24])[CH3:25]. (8) Given the reactants [H-].[Na+].[F:3][C:4]1[CH:5]=[C:6]([CH2:21][OH:22])[CH:7]=[CH:8][C:9]=1[O:10][C:11]1[CH:16]=[CH:15][N:14]=[C:13]([C:17]([F:20])([F:19])[F:18])[CH:12]=1.Cl[C:24]1[CH:25]=[C:26]2[N:33]([CH3:34])[CH2:32][CH2:31][N:27]2[C:28](=[O:30])[N:29]=1, predict the reaction product. The product is: [F:3][C:4]1[CH:5]=[C:6]([CH:7]=[CH:8][C:9]=1[O:10][C:11]1[CH:16]=[CH:15][N:14]=[C:13]([C:17]([F:18])([F:19])[F:20])[CH:12]=1)[CH2:21][O:22][C:24]1[CH:25]=[C:26]2[N:33]([CH3:34])[CH2:32][CH2:31][N:27]2[C:28](=[O:30])[N:29]=1. (9) Given the reactants O=[C:2]([CH2:9][C:10]([O:12][CH2:13][CH3:14])=[O:11])[CH2:3][C:4](OCC)=[O:5].[NH2:15][NH2:16], predict the reaction product. The product is: [O:5]=[C:4]1[NH:16][NH:15][C:2]([CH2:9][C:10]([O:12][CH2:13][CH3:14])=[O:11])=[CH:3]1. (10) Given the reactants [Br:1][C:2]1[CH:7]=[CH:6][C:5]([S:8]([NH:11][CH:12]2[CH2:16][C:15](=[O:17])[NH:14][CH2:13]2)(=[O:10])=[O:9])=[C:4]([CH:18](Br)[CH3:19])[CH:3]=1.C([O-])([O-])=O.[K+].[K+].O, predict the reaction product. The product is: [Br:1][C:2]1[CH:7]=[CH:6][C:5]2[S:8](=[O:10])(=[O:9])[N:11]([CH:12]3[CH2:13][NH:14][C:15](=[O:17])[CH2:16]3)[CH:18]([CH3:19])[C:4]=2[CH:3]=1.